Dataset: Full USPTO retrosynthesis dataset with 1.9M reactions from patents (1976-2016). Task: Predict the reactants needed to synthesize the given product. (1) Given the product [CH2:42]([O:46][C:80]([N:78]1[CH2:79][CH2:73][N:72]([C:68](=[O:67])[C@@H:9]([NH:8][C:6]([O:5][C:1]([CH3:3])([CH3:4])[CH3:2])=[O:7])[CH2:13][CH2:14][CH2:15][O:16][Si:17]([C:30]([CH3:31])([CH3:33])[CH3:32])([C:24]2[CH:29]=[CH:28][CH:27]=[CH:26][CH:25]=2)[C:18]2[CH:19]=[CH:20][CH:21]=[CH:22][CH:23]=2)[CH2:74][CH2:77]1)=[O:81])[CH2:43][CH2:44][CH3:45], predict the reactants needed to synthesize it. The reactants are: [C:1]([O:5][C:6]([NH:8][C@@H:9]([CH2:13][CH2:14][CH2:15][O:16][Si:17]([C:30]([CH3:33])([CH3:32])[CH3:31])([C:24]1[CH:29]=[CH:28][CH:27]=[CH:26][CH:25]=1)[C:18]1[CH:23]=[CH:22][CH:21]=[CH:20][CH:19]=1)C(O)=O)=[O:7])([CH3:4])([CH3:3])[CH3:2].C(N1CCOCC1)C.[CH2:42]([O:46]N1CCNCC1=C=O)[CH2:43][CH2:44][CH3:45].[B-](F)(F)(F)F.CCOC(C(C#N)=N[O:67][C:68]([N:72]([CH3:74])[CH3:73])=[N+](C)C)=O.[CH3:77][N:78]([CH:80]=[O:81])[CH3:79]. (2) Given the product [CH3:1][C:2]1[CH:10]=[CH:9][C:8]([N+:11]([O-:13])=[O:12])=[CH:7][C:3]=1[C:4]([NH:51][C:49]1[CH:50]=[N:45][CH:46]=[N:47][CH:48]=1)=[O:6], predict the reactants needed to synthesize it. The reactants are: [CH3:1][C:2]1[CH:10]=[CH:9][C:8]([N+:11]([O-:13])=[O:12])=[CH:7][C:3]=1[C:4]([OH:6])=O.CN(C(ON1N=NC2C=CC=NC1=2)=[N+](C)C)C.F[P-](F)(F)(F)(F)F.C(NC(C)C)(C)C.[N:45]1[CH:50]=[C:49]([NH2:51])[CH:48]=[N:47][CH:46]=1.